Dataset: Full USPTO retrosynthesis dataset with 1.9M reactions from patents (1976-2016). Task: Predict the reactants needed to synthesize the given product. (1) Given the product [C:37]([C:34]1[N:35]=[CH:36][C:31]([C:16]2[CH:17]=[C:18]([NH:20][C:21]3[N:26]=[C:25]([C:27]([F:28])([F:29])[F:30])[CH:24]=[CH:23][N:22]=3)[CH:19]=[C:14]([CH3:13])[CH:15]=2)=[CH:32][CH:33]=1)#[CH:3].[C:39]([OH:40])([C:27]([F:30])([F:29])[F:28])=[O:42], predict the reactants needed to synthesize it. The reactants are: [N+](=[C:3](P(=O)(OC)OC)C(=O)C)=[N-].[CH3:13][C:14]1[CH:15]=[C:16]([C:31]2[CH:32]=[CH:33][C:34]([CH:37]=O)=[N:35][CH:36]=2)[CH:17]=[C:18]([NH:20][C:21]2[N:26]=[C:25]([C:27]([F:30])([F:29])[F:28])[CH:24]=[CH:23][N:22]=2)[CH:19]=1.[C:39](=[O:42])([O-])[O-:40].[K+].[K+]. (2) The reactants are: [OH:1][CH2:2][C:3]([C@@H:5]([C@H:7]([C@H:9]([CH2:11]O)[OH:10])[OH:8])[OH:6])=[O:4].[O:13]=[CH:14][C@H:15]([C@@H:17]([C@H:19]([C@H:21]([CH2:23]O)[OH:22])[OH:20])[OH:18])[OH:16]. Given the product [O:1]=[CH:2][C@H:3]([C@@H:5]([C@H:7]([C@H:9]([CH3:11])[OH:10])[OH:8])[OH:6])[OH:4].[OH:13][CH2:14][C:15]([C@@H:17]([C@H:19]([C@H:21]([CH3:23])[OH:22])[OH:20])[OH:18])=[O:16], predict the reactants needed to synthesize it. (3) Given the product [C:1]([O:5][C:6]1[CH:7]=[C:8]([C@@H:19]2[CH2:20][O:22]2)[C:9]2[S:13][C:12]([O:14][CH:15]([CH3:17])[CH3:16])=[N:11][C:10]=2[CH:18]=1)([CH3:4])([CH3:3])[CH3:2], predict the reactants needed to synthesize it. The reactants are: [C:1]([O:5][C:6]1[CH:7]=[C:8]([C@@H:19]([OH:22])[CH2:20]Cl)[C:9]2[S:13][C:12]([O:14][CH:15]([CH3:17])[CH3:16])=[N:11][C:10]=2[CH:18]=1)([CH3:4])([CH3:3])[CH3:2].[OH-].[Na+].